This data is from NCI-60 drug combinations with 297,098 pairs across 59 cell lines. The task is: Regression. Given two drug SMILES strings and cell line genomic features, predict the synergy score measuring deviation from expected non-interaction effect. (1) Drug 1: C1=NC2=C(N=C(N=C2N1C3C(C(C(O3)CO)O)O)F)N. Drug 2: C1C(C(OC1N2C=NC3=C2NC=NCC3O)CO)O. Cell line: TK-10. Synergy scores: CSS=62.5, Synergy_ZIP=2.44, Synergy_Bliss=1.48, Synergy_Loewe=-11.6, Synergy_HSA=1.08. (2) Drug 1: CCN(CC)CCNC(=O)C1=C(NC(=C1C)C=C2C3=C(C=CC(=C3)F)NC2=O)C. Drug 2: CCCCC(=O)OCC(=O)C1(CC(C2=C(C1)C(=C3C(=C2O)C(=O)C4=C(C3=O)C=CC=C4OC)O)OC5CC(C(C(O5)C)O)NC(=O)C(F)(F)F)O. Cell line: LOX IMVI. Synergy scores: CSS=47.3, Synergy_ZIP=3.70, Synergy_Bliss=4.16, Synergy_Loewe=-3.47, Synergy_HSA=2.32. (3) Drug 1: CC(C1=C(C=CC(=C1Cl)F)Cl)OC2=C(N=CC(=C2)C3=CN(N=C3)C4CCNCC4)N. Drug 2: COCCOC1=C(C=C2C(=C1)C(=NC=N2)NC3=CC=CC(=C3)C#C)OCCOC.Cl. Cell line: OVCAR-8. Synergy scores: CSS=14.5, Synergy_ZIP=2.01, Synergy_Bliss=5.76, Synergy_Loewe=5.34, Synergy_HSA=5.46. (4) Drug 1: C1=C(C(=O)NC(=O)N1)F. Drug 2: CNC(=O)C1=NC=CC(=C1)OC2=CC=C(C=C2)NC(=O)NC3=CC(=C(C=C3)Cl)C(F)(F)F. Cell line: BT-549. Synergy scores: CSS=38.2, Synergy_ZIP=-6.40, Synergy_Bliss=-5.75, Synergy_Loewe=-3.41, Synergy_HSA=-3.31.